This data is from Reaction yield outcomes from USPTO patents with 853,638 reactions. The task is: Predict the reaction yield, written as a fraction of the theoretical maximum amount of product (1.0 means a 100% yield; for example, 0.34 means a 34% yield). The reactants are I[CH2:2][CH2:3][N:4]1[C:12]2[C:7](=[N:8][C:9]([O:15][CH3:16])=[C:10]([O:13][CH3:14])[CH:11]=2)[C:6]([C:17]2[N:25]([S:26]([C:29]3[CH:34]=[CH:33][C:32]([CH3:35])=[CH:31][CH:30]=3)(=[O:28])=[O:27])[C:20]3=[N:21][CH:22]=[CH:23][CH:24]=[C:19]3[CH:18]=2)=[CH:5]1.[NH:36]1[CH2:41][CH2:40][O:39][CH2:38][CH2:37]1.C([O-])([O-])=O.[K+].[K+]. The catalyst is CC#N. The product is [CH3:16][O:15][C:9]1[N:8]=[C:7]2[C:6]([C:17]3[N:25]([S:26]([C:29]4[CH:30]=[CH:31][C:32]([CH3:35])=[CH:33][CH:34]=4)(=[O:28])=[O:27])[C:20]4=[N:21][CH:22]=[CH:23][CH:24]=[C:19]4[CH:18]=3)=[CH:5][N:4]([CH2:3][CH2:2][N:36]3[CH2:41][CH2:40][O:39][CH2:38][CH2:37]3)[C:12]2=[CH:11][C:10]=1[O:13][CH3:14]. The yield is 0.990.